From a dataset of NCI-60 drug combinations with 297,098 pairs across 59 cell lines. Regression. Given two drug SMILES strings and cell line genomic features, predict the synergy score measuring deviation from expected non-interaction effect. (1) Drug 1: C1=CC(=CC=C1C#N)C(C2=CC=C(C=C2)C#N)N3C=NC=N3. Drug 2: CN1C2=C(C=C(C=C2)N(CCCl)CCCl)N=C1CCCC(=O)O.Cl. Cell line: MOLT-4. Synergy scores: CSS=-11.8, Synergy_ZIP=3.76, Synergy_Bliss=-3.38, Synergy_Loewe=-13.3, Synergy_HSA=-13.6. (2) Drug 1: COC1=NC(=NC2=C1N=CN2C3C(C(C(O3)CO)O)O)N. Drug 2: CS(=O)(=O)CCNCC1=CC=C(O1)C2=CC3=C(C=C2)N=CN=C3NC4=CC(=C(C=C4)OCC5=CC(=CC=C5)F)Cl. Cell line: MALME-3M. Synergy scores: CSS=-23.4, Synergy_ZIP=5.01, Synergy_Bliss=-6.19, Synergy_Loewe=-17.4, Synergy_HSA=-16.7. (3) Drug 1: CN(C)C1=NC(=NC(=N1)N(C)C)N(C)C. Drug 2: CN(CC1=CN=C2C(=N1)C(=NC(=N2)N)N)C3=CC=C(C=C3)C(=O)NC(CCC(=O)O)C(=O)O. Cell line: CCRF-CEM. Synergy scores: CSS=45.0, Synergy_ZIP=2.42, Synergy_Bliss=0.493, Synergy_Loewe=-45.3, Synergy_HSA=-1.20. (4) Drug 1: CC1=C(C=C(C=C1)C(=O)NC2=CC(=CC(=C2)C(F)(F)F)N3C=C(N=C3)C)NC4=NC=CC(=N4)C5=CN=CC=C5. Drug 2: CN(CCCl)CCCl.Cl. Cell line: ACHN. Synergy scores: CSS=16.0, Synergy_ZIP=-0.394, Synergy_Bliss=-0.331, Synergy_Loewe=-18.2, Synergy_HSA=-0.319. (5) Drug 1: C1C(C(OC1N2C=NC3=C2NC=NCC3O)CO)O. Drug 2: C(CCl)NC(=O)N(CCCl)N=O. Cell line: T-47D. Synergy scores: CSS=4.09, Synergy_ZIP=-2.10, Synergy_Bliss=-4.02, Synergy_Loewe=-8.03, Synergy_HSA=-5.09. (6) Drug 1: CS(=O)(=O)C1=CC(=C(C=C1)C(=O)NC2=CC(=C(C=C2)Cl)C3=CC=CC=N3)Cl. Drug 2: COCCOC1=C(C=C2C(=C1)C(=NC=N2)NC3=CC=CC(=C3)C#C)OCCOC.Cl. Cell line: M14. Synergy scores: CSS=4.97, Synergy_ZIP=1.77, Synergy_Bliss=8.77, Synergy_Loewe=4.52, Synergy_HSA=5.09. (7) Drug 1: COC1=NC(=NC2=C1N=CN2C3C(C(C(O3)CO)O)O)N. Drug 2: C(CCl)NC(=O)N(CCCl)N=O. Cell line: NCI-H322M. Synergy scores: CSS=-3.87, Synergy_ZIP=2.61, Synergy_Bliss=0.477, Synergy_Loewe=-2.09, Synergy_HSA=-3.85. (8) Drug 1: CS(=O)(=O)C1=CC(=C(C=C1)C(=O)NC2=CC(=C(C=C2)Cl)C3=CC=CC=N3)Cl. Drug 2: CCCS(=O)(=O)NC1=C(C(=C(C=C1)F)C(=O)C2=CNC3=C2C=C(C=N3)C4=CC=C(C=C4)Cl)F. Cell line: A549. Synergy scores: CSS=12.1, Synergy_ZIP=-1.67, Synergy_Bliss=1.23, Synergy_Loewe=0.735, Synergy_HSA=1.08. (9) Drug 1: CN1C(=O)N2C=NC(=C2N=N1)C(=O)N. Drug 2: CC1=C2C(C(=O)C3(C(CC4C(C3C(C(C2(C)C)(CC1OC(=O)C(C(C5=CC=CC=C5)NC(=O)OC(C)(C)C)O)O)OC(=O)C6=CC=CC=C6)(CO4)OC(=O)C)O)C)O. Cell line: UACC62. Synergy scores: CSS=-3.75, Synergy_ZIP=-0.396, Synergy_Bliss=-5.37, Synergy_Loewe=-8.12, Synergy_HSA=-8.86. (10) Drug 1: C1=CC(=CC=C1CCCC(=O)O)N(CCCl)CCCl. Drug 2: CC1=C(C=C(C=C1)NC(=O)C2=CC=C(C=C2)CN3CCN(CC3)C)NC4=NC=CC(=N4)C5=CN=CC=C5. Cell line: HCT-15. Synergy scores: CSS=18.5, Synergy_ZIP=-0.0909, Synergy_Bliss=-0.459, Synergy_Loewe=-3.07, Synergy_HSA=-0.874.